This data is from Reaction yield outcomes from USPTO patents with 853,638 reactions. The task is: Predict the reaction yield, written as a fraction of the theoretical maximum amount of product (1.0 means a 100% yield; for example, 0.34 means a 34% yield). (1) The product is [Br:1][C:2]1[CH:7]=[CH:6][N:5]2[N:20]=[CH:30][C:29]([C:28]([O:32][CH2:33][CH3:34])=[O:31])=[C:4]2[CH:3]=1. The reactants are [Br:1][C:2]1[CH:7]=[CH:6][N:5]=[CH:4][CH:3]=1.C1(C)C=C(C)C=C(C)C=1S(O[NH2:20])(=O)=O.C([O-])([O-])=O.[K+].[K+].[C:28]([O:32][CH2:33][CH3:34])(=[O:31])[C:29]#[CH:30]. The yield is 0.0300. The catalyst is CN(C=O)C. (2) The reactants are [CH3:1][C:2]1[C:16](=[O:17])[N:15]=[C:14]2[N:4]([C@@H:5]3[O:9][C@H:8]([CH2:10][OH:11])[C@@H:7]([OH:12])[C@@H:6]3[O:13]2)[CH:3]=1.[CH3:18][O:19][CH2:20][CH2:21][O:22]B([O:22][CH2:21][CH2:20][O:19][CH3:18])[O:22][CH2:21][CH2:20][O:19][CH3:18]. The catalyst is COCCO. The product is [CH3:18][O:19][CH2:20][CH2:21][O:22][C@@H:6]1[C@H:7]([OH:12])[C@@H:8]([CH2:10][OH:11])[O:9][C@H:5]1[N:4]1[CH:3]=[C:2]([CH3:1])[C:16](=[O:17])[NH:15][C:14]1=[O:13]. The yield is 0.630. (3) The reactants are [Br:1][C:2]1[CH:7]=[CH:6][C:5]([C:8]2[NH:12][C:11](=[O:13])[C:10]3([CH2:17][CH2:16][CH2:15][CH2:14]3)[N:9]=2)=[CH:4][CH:3]=1.Br[CH2:19][C@@H:20]1[CH2:24][CH2:23][N:22]([C:25]([O:27][C:28]([CH3:31])([CH3:30])[CH3:29])=[O:26])[CH2:21]1.C([O-])([O-])=O.[Cs+].[Cs+]. The catalyst is CN(C=O)C. The product is [Br:1][C:2]1[CH:3]=[CH:4][C:5]([C:8]2[N:12]([CH2:19][C@@H:20]3[CH2:24][CH2:23][N:22]([C:25]([O:27][C:28]([CH3:29])([CH3:31])[CH3:30])=[O:26])[CH2:21]3)[C:11](=[O:13])[C:10]3([CH2:17][CH2:16][CH2:15][CH2:14]3)[N:9]=2)=[CH:6][CH:7]=1. The yield is 0.760. (4) The reactants are [CH3:1][CH:2]1[CH2:7][CH2:6][CH2:5][N:4]([C:8]2[CH:9]=[CH:10][C:11]3[CH2:12][N:13](C(OC(C)(C)C)=O)[CH2:14][CH2:15][O:16][C:17]=3[N:18]=2)[CH2:3]1.Cl.C(OCC)(=O)C. No catalyst specified. The product is [CH3:1][CH:2]1[CH2:7][CH2:6][CH2:5][N:4]([C:8]2[CH:9]=[CH:10][C:11]3[CH2:12][NH:13][CH2:14][CH2:15][O:16][C:17]=3[N:18]=2)[CH2:3]1. The yield is 0.670. (5) The reactants are [F:1][C:2]1[CH:11]=[CH:10][C:5]2[N:6]=[C:7]([NH2:9])[S:8][C:4]=2[CH:3]=1.Br[CH2:13][C:14](=O)[C:15]([O:17][CH2:18][CH3:19])=[O:16]. No catalyst specified. The product is [F:1][C:2]1[CH:11]=[CH:10][C:5]2[N:6]3[CH:13]=[C:14]([C:15]([O:17][CH2:18][CH3:19])=[O:16])[N:9]=[C:7]3[S:8][C:4]=2[CH:3]=1. The yield is 0.190. (6) The reactants are [Cl:1][C:2]1[CH:38]=[CH:37][C:5]([O:6][CH2:7][C:8]([N:10]2[CH2:15][CH2:14][N:13]([C:16]3[C:17]4[CH:29]=[C:28]([C:30]5[CH:35]=[CH:34][C:33]([F:36])=[CH:32][CH:31]=5)[S:27][C:18]=4[N:19]=[C:20]([C:22](OCC)=[O:23])[N:21]=3)[CH2:12][CH2:11]2)=[O:9])=[CH:4][CH:3]=1.[CH3:39][O:40][CH2:41][CH2:42][NH2:43]. The catalyst is CO. The product is [Cl:1][C:2]1[CH:38]=[CH:37][C:5]([O:6][CH2:7][C:8]([N:10]2[CH2:11][CH2:12][N:13]([C:16]3[C:17]4[CH:29]=[C:28]([C:30]5[CH:35]=[CH:34][C:33]([F:36])=[CH:32][CH:31]=5)[S:27][C:18]=4[N:19]=[C:20]([C:22]([NH:43][CH2:42][CH2:41][O:40][CH3:39])=[O:23])[N:21]=3)[CH2:14][CH2:15]2)=[O:9])=[CH:4][CH:3]=1. The yield is 0.920. (7) The reactants are F[C:2]1[CH:3]=[C:4]2[C:9](=[CH:10][CH:11]=1)[C:8](=[O:12])[NH:7][CH:6]=[CH:5]2.[NH2:13][NH2:14]. The catalyst is O1CCOCC1. The product is [NH:13]([C:2]1[CH:3]=[C:4]2[C:9](=[CH:10][CH:11]=1)[C:8](=[O:12])[NH:7][CH:6]=[CH:5]2)[NH2:14]. The yield is 0.860. (8) The reactants are CO[C:3](=[O:21])[C:4]1[CH:9]=[C:8]([C:10]2[N:11]=[N:12][CH:13]=[CH:14][CH:15]=2)[C:7]([C:16]([F:19])([F:18])[F:17])=[CH:6][C:5]=1[NH2:20].ClC([O:25][C:26]1C=CC(Cl)=CC=1)=O.[CH3:33][S:34]([NH:37][NH2:38])(=[O:36])=[O:35].CCN(C(C)C)C(C)C. The catalyst is O1CCOCC1. The product is [O:25]=[C:26]1[N:38]([NH:37][S:34]([CH3:33])(=[O:36])=[O:35])[C:3](=[O:21])[C:4]2[C:5](=[CH:6][C:7]([C:16]([F:17])([F:18])[F:19])=[C:8]([C:10]3[N:11]=[N:12][CH:13]=[CH:14][CH:15]=3)[CH:9]=2)[NH:20]1. The yield is 0.120. (9) The reactants are Br[C:2]1[CH:3]=[N:4][CH:5]=[C:6]([Br:8])[CH:7]=1.[NH:9]1[CH2:14][CH2:13][O:12][CH2:11][CH2:10]1.C(Cl)(Cl)Cl.O. The catalyst is O1CCOCC1.C1C=CC(/C=C/C(/C=C/C2C=CC=CC=2)=O)=CC=1.C1C=CC(/C=C/C(/C=C/C2C=CC=CC=2)=O)=CC=1.C1C=CC(/C=C/C(/C=C/C2C=CC=CC=2)=O)=CC=1.[Pd].[Pd].CC1(C)C2C(=C(P(C3C=CC=CC=3)C3C=CC=CC=3)C=CC=2)OC2C(P(C3C=CC=CC=3)C3C=CC=CC=3)=CC=CC1=2. The product is [Br:8][C:6]1[CH:7]=[C:2]([N:9]2[CH2:14][CH2:13][O:12][CH2:11][CH2:10]2)[CH:3]=[N:4][CH:5]=1. The yield is 0.650.